The task is: Regression. Given two drug SMILES strings and cell line genomic features, predict the synergy score measuring deviation from expected non-interaction effect.. This data is from NCI-60 drug combinations with 297,098 pairs across 59 cell lines. (1) Drug 1: CC1OCC2C(O1)C(C(C(O2)OC3C4COC(=O)C4C(C5=CC6=C(C=C35)OCO6)C7=CC(=C(C(=C7)OC)O)OC)O)O. Drug 2: CC1=C(C=C(C=C1)C(=O)NC2=CC(=CC(=C2)C(F)(F)F)N3C=C(N=C3)C)NC4=NC=CC(=N4)C5=CN=CC=C5. Cell line: SF-295. Synergy scores: CSS=43.7, Synergy_ZIP=-1.25, Synergy_Bliss=-1.22, Synergy_Loewe=-1.15, Synergy_HSA=0.728. (2) Drug 1: CC1=C(C=C(C=C1)NC2=NC=CC(=N2)N(C)C3=CC4=NN(C(=C4C=C3)C)C)S(=O)(=O)N.Cl. Drug 2: COC1=CC(=CC(=C1O)OC)C2C3C(COC3=O)C(C4=CC5=C(C=C24)OCO5)OC6C(C(C7C(O6)COC(O7)C8=CC=CS8)O)O. Cell line: PC-3. Synergy scores: CSS=17.2, Synergy_ZIP=0.342, Synergy_Bliss=-3.55, Synergy_Loewe=-33.9, Synergy_HSA=-2.35. (3) Drug 1: CC(C1=C(C=CC(=C1Cl)F)Cl)OC2=C(N=CC(=C2)C3=CN(N=C3)C4CCNCC4)N. Drug 2: CC1CCCC2(C(O2)CC(NC(=O)CC(C(C(=O)C(C1O)C)(C)C)O)C(=CC3=CSC(=N3)C)C)C. Cell line: PC-3. Synergy scores: CSS=8.20, Synergy_ZIP=-2.25, Synergy_Bliss=-1.81, Synergy_Loewe=-2.99, Synergy_HSA=-2.56. (4) Drug 1: CS(=O)(=O)C1=CC(=C(C=C1)C(=O)NC2=CC(=C(C=C2)Cl)C3=CC=CC=N3)Cl. Drug 2: CCN(CC)CCCC(C)NC1=C2C=C(C=CC2=NC3=C1C=CC(=C3)Cl)OC. Cell line: MCF7. Synergy scores: CSS=33.2, Synergy_ZIP=7.67, Synergy_Bliss=9.22, Synergy_Loewe=3.64, Synergy_HSA=8.96. (5) Drug 1: C1=CC(=CC=C1C#N)C(C2=CC=C(C=C2)C#N)N3C=NC=N3. Drug 2: C(CN)CNCCSP(=O)(O)O. Cell line: A498. Synergy scores: CSS=4.34, Synergy_ZIP=4.63, Synergy_Bliss=-0.942, Synergy_Loewe=0.0626, Synergy_HSA=0.0831. (6) Drug 1: CN1C(=O)N2C=NC(=C2N=N1)C(=O)N. Drug 2: CS(=O)(=O)OCCCCOS(=O)(=O)C. Cell line: HCC-2998. Synergy scores: CSS=12.2, Synergy_ZIP=1.03, Synergy_Bliss=5.30, Synergy_Loewe=5.36, Synergy_HSA=5.35.